From a dataset of Forward reaction prediction with 1.9M reactions from USPTO patents (1976-2016). Predict the product of the given reaction. (1) Given the reactants [C:1]([C:5]1[CH:9]=[C:8]([NH:10][C:11]([NH:13][C@@H:14]2[C:23]3[C:18](=[CH:19][CH:20]=[CH:21][CH:22]=3)[C@H:17]([O:24][C:25]3[CH:26]=[CH:27][C:28]4[N:29]([C:31]([N:34]5[C@H:39]([CH3:40])[CH2:38][CH2:37][CH2:36][C@@H:35]5[CH3:41])=[N:32][N:33]=4)[CH:30]=3)[CH2:16][CH2:15]2)=[O:12])[N:7]([C:42]2[CH:43]=[C:44]([CH:51]=[CH:52][CH:53]=2)[CH2:45][O:46]S(C)(=O)=O)[N:6]=1)([CH3:4])([CH3:3])[CH3:2].CCN(C(C)C)C(C)C.[NH:63]1[CH2:68][CH2:67][O:66][CH2:65][CH2:64]1, predict the reaction product. The product is: [CH:45]([OH:46])=[O:66].[C:1]([C:5]1[CH:9]=[C:8]([NH:10][C:11]([NH:13][C@@H:14]2[C:23]3[C:18](=[CH:19][CH:20]=[CH:21][CH:22]=3)[C@H:17]([O:24][C:25]3[CH:26]=[CH:27][C:28]4[N:29]([C:31]([N:34]5[C@H:35]([CH3:41])[CH2:36][CH2:37][CH2:38][C@@H:39]5[CH3:40])=[N:32][N:33]=4)[CH:30]=3)[CH2:16][CH2:15]2)=[O:12])[N:7]([C:42]2[CH:53]=[CH:52][CH:51]=[C:44]([CH2:45][N:63]3[CH2:68][CH2:67][O:66][CH2:65][CH2:64]3)[CH:43]=2)[N:6]=1)([CH3:4])([CH3:2])[CH3:3]. (2) Given the reactants [C:1]1([C:7]2[CH:8]=[C:9]([NH2:12])[NH:10][N:11]=2)[CH:6]=[CH:5][CH:4]=[CH:3][CH:2]=1.C[O:14][C:15](=O)[CH2:16][C:17](=O)[CH3:18], predict the reaction product. The product is: [CH3:18][C:17]1[CH:16]=[C:15]([OH:14])[N:10]2[N:11]=[C:7]([C:1]3[CH:2]=[CH:3][CH:4]=[CH:5][CH:6]=3)[CH:8]=[C:9]2[N:12]=1. (3) Given the reactants [C:1]([O:9][C@H:10]1[C@@H:16]([O:17][C:18](=[O:25])[C:19]2[CH:24]=[CH:23][CH:22]=[CH:21][CH:20]=2)[C@H:15]([O:26][C:27](=[O:34])[C:28]2[CH:33]=[CH:32][CH:31]=[CH:30][CH:29]=2)[C@@H:14]([CH2:35][O:36][C:37](=[O:44])[C:38]2[CH:43]=[CH:42][CH:41]=[CH:40][CH:39]=2)[O:13][CH:11]1[OH:12])(=[O:8])[C:2]1[CH:7]=[CH:6][CH:5]=[CH:4][CH:3]=1.C(=O)([O-])[O-].[K+].[K+].C([O:58][C:59](=[O:62])[CH2:60]Cl)C1C=CC=CC=1.COC(C)(C)C, predict the reaction product. The product is: [C:1]([O:9][C@H:10]1[C@@H:16]([O:17][C:18](=[O:25])[C:19]2[CH:24]=[CH:23][CH:22]=[CH:21][CH:20]=2)[C@H:15]([O:26][C:27](=[O:34])[C:28]2[CH:29]=[CH:30][CH:31]=[CH:32][CH:33]=2)[C@@H:14]([CH2:35][O:36][C:37](=[O:44])[C:38]2[CH:39]=[CH:40][CH:41]=[CH:42][CH:43]=2)[O:13][CH:11]1[O:12][CH2:60][C:59]([OH:62])=[O:58])(=[O:8])[C:2]1[CH:7]=[CH:6][CH:5]=[CH:4][CH:3]=1. (4) Given the reactants [C:1]([Si:5]([CH3:21])([CH3:20])[O:6][CH2:7][CH:8]([C:11]([CH3:19])([CH3:18])[O:12][SiH2:13][C:14]([CH3:17])([CH3:16])[CH3:15])[CH2:9][OH:10])([CH3:4])([CH3:3])[CH3:2].C(N(CC)CC)C.[S:29](Cl)([CH3:32])(=[O:31])=[O:30], predict the reaction product. The product is: [C:1]([Si:5]([CH3:21])([CH3:20])[O:6][CH2:7][CH:8]([C:11]([CH3:19])([CH3:18])[O:12][SiH2:13][C:14]([CH3:17])([CH3:16])[CH3:15])[CH2:9][O:10][S:29]([CH3:32])(=[O:31])=[O:30])([CH3:4])([CH3:3])[CH3:2]. (5) Given the reactants [OH:1][C:2]1[CH:7]=[CH:6][C:5]([C@H:8]2[C@H:13]([O:14][Si:15]([CH:22]([CH3:24])[CH3:23])([CH:19]([CH3:21])[CH3:20])[CH:16]([CH3:18])[CH3:17])[CH2:12][N:11]([C:25]([O:27][CH2:28][C:29]3[CH:34]=[CH:33][CH:32]=[CH:31][CH:30]=3)=[O:26])[CH2:10][C@@H:9]2[O:35][CH2:36][C:37]2[CH:38]=[CH:39][C:40]3[O:45][CH2:44][CH2:43][N:42]([CH2:46][CH2:47][CH2:48][O:49][CH3:50])[C:41]=3[CH:51]=2)=[CH:4][CH:3]=1.[CH2:52]([C:54]1[CH:59]=[CH:58][C:57](B(O)O)=[CH:56][CH:55]=1)[CH3:53].C(N(CC)CC)C, predict the reaction product. The product is: [CH2:52]([C:54]1[CH:59]=[CH:58][C:57]([O:1][C:2]2[CH:3]=[CH:4][C:5]([C@H:8]3[C@H:13]([O:14][Si:15]([CH:16]([CH3:18])[CH3:17])([CH:22]([CH3:24])[CH3:23])[CH:19]([CH3:21])[CH3:20])[CH2:12][N:11]([C:25]([O:27][CH2:28][C:29]4[CH:34]=[CH:33][CH:32]=[CH:31][CH:30]=4)=[O:26])[CH2:10][C@@H:9]3[O:35][CH2:36][C:37]3[CH:38]=[CH:39][C:40]4[O:45][CH2:44][CH2:43][N:42]([CH2:46][CH2:47][CH2:48][O:49][CH3:50])[C:41]=4[CH:51]=3)=[CH:6][CH:7]=2)=[CH:56][CH:55]=1)[CH3:53].